This data is from Full USPTO retrosynthesis dataset with 1.9M reactions from patents (1976-2016). The task is: Predict the reactants needed to synthesize the given product. (1) The reactants are: [Cl:1][C:2]1[C:3]([F:10])=[C:4]([NH:8][NH2:9])[CH:5]=[CH:6][CH:7]=1.[C:11]([O:16][CH2:17][CH3:18])(=[O:15])[C:12]([CH3:14])=O. Given the product [CH2:17]([O:16][C:11](=[O:15])[C:12](=[N:9][NH:8][C:4]1[CH:5]=[CH:6][CH:7]=[C:2]([Cl:1])[C:3]=1[F:10])[CH3:14])[CH3:18], predict the reactants needed to synthesize it. (2) Given the product [NH2:11][C:7]1[C:6]2[C:10](=[C:2](/[CH:25]=[CH:24]/[C:23]([N:22]([CH3:27])[CH3:21])=[O:26])[CH:3]=[CH:4][C:5]=2[C:12]2[CH:17]=[CH:16][C:15]([N+:18]([O-:20])=[O:19])=[CH:14][CH:13]=2)[NH:9][N:8]=1, predict the reactants needed to synthesize it. The reactants are: Br[C:2]1[CH:3]=[CH:4][C:5]([C:12]2[CH:17]=[CH:16][C:15]([N+:18]([O-:20])=[O:19])=[CH:14][CH:13]=2)=[C:6]2[C:10]=1[NH:9][N:8]=[C:7]2[NH2:11].[CH3:21][N:22]([CH3:27])[C:23](=[O:26])[CH:24]=[CH2:25].C(N(CC)CC)C. (3) Given the product [Cl:14][SiH:13]([Cl:15])[CH2:12][CH2:7][CH2:5][Si:8]([Cl:9])([Cl:10])[Cl:11], predict the reactants needed to synthesize it. The reactants are: Cl[Si]([C:5]([Si:8]([Cl:11])([Cl:10])[Cl:9])([CH3:7])C)(Cl)Cl.[CH3:12][SiH:13]([Cl:15])[Cl:14]. (4) Given the product [F:24][C:25]1[CH:30]=[C:29]([O:31][CH2:2][C:3]2[CH:23]=[CH:22][C:6]([CH2:7][N:8]3[CH2:13][CH2:12][C:11]4([C:21]5[C:16](=[CH:17][CH:18]=[CH:19][CH:20]=5)[CH2:15][CH2:14]4)[CH2:10][CH2:9]3)=[CH:5][CH:4]=2)[CH:28]=[CH:27][C:26]=1[CH2:32][CH2:33][C:34]([O:36][CH2:37][CH3:38])=[O:35], predict the reactants needed to synthesize it. The reactants are: Br[CH2:2][C:3]1[CH:23]=[CH:22][C:6]([CH2:7][N:8]2[CH2:13][CH2:12][C:11]3([C:21]4[C:16](=[CH:17][CH:18]=[CH:19][CH:20]=4)[CH2:15][CH2:14]3)[CH2:10][CH2:9]2)=[CH:5][CH:4]=1.[F:24][C:25]1[CH:30]=[C:29]([OH:31])[CH:28]=[CH:27][C:26]=1[CH2:32][CH2:33][C:34]([O:36][CH2:37][CH3:38])=[O:35].C([O-])([O-])=O.[K+].[K+]. (5) Given the product [NH:1]1[C:2]2[S:3][CH:4]=[CH:5][C:6]=2[C:7](=[O:9])[NH:15][C:16]1=[O:17], predict the reactants needed to synthesize it. The reactants are: [NH2:1][C:2]1[S:3][CH:4]=[CH:5][C:6]=1[C:7]([O:9]C)=O.ClS([N:15]=[C:16]=[O:17])(=O)=O.[OH-].[Na+].Cl. (6) Given the product [NH:1]1[CH2:5][CH2:4][N:3]=[C:2]1[NH:6][C:7]1[CH:8]=[C:9]([C:10]2[CH:11]=[C:12]3[C:17](=[CH:18][CH:19]=2)[N:16]=[C:15]([CH2:20][C@H:21]([NH:25][C:49]([O:51][CH2:52][C:53]2[CH:54]=[CH:55][CH:56]=[CH:57][CH:58]=2)=[O:50])[C:22]([OH:24])=[O:23])[NH:14][C:13]3=[O:40])[CH:70]=[CH:65][CH:66]=1, predict the reactants needed to synthesize it. The reactants are: [NH:1]1[CH2:5][CH2:4][N:3]=[C:2]1[NH:6][CH2:7]/[CH:8]=[CH:9]/[C:10]1[CH:11]=[C:12]2[C:17](=[CH:18][CH:19]=1)[N:16]=[C:15]([CH2:20][C@H:21]([NH:25]S(C1C(C)=C(C)C(C)=C(C)C=1C)(=O)=O)[C:22]([OH:24])=[O:23])[NH:14][C:13]2=[O:40].C(OC(=O)[C@H](CC(=O)N)N[C:49]([O:51][CH2:52][C:53]1[CH:58]=[CH:57][CH:56]=[CH:55][CH:54]=1)=[O:50])(C)(C)C.N[C:65]1[CH:66]=C(B(O)O)C=C[CH:70]=1.NC1NCCN=1. (7) Given the product [CH3:12][C:13]1([CH3:20])[NH:17][C:16](=[O:18])[N:15]([C:2]2[CH:3]=[CH:4][C:5]([N+:9]([O-:11])=[O:10])=[C:6]([CH3:8])[CH:7]=2)[C:14]1=[O:19], predict the reactants needed to synthesize it. The reactants are: F[C:2]1[CH:3]=[CH:4][C:5]([N+:9]([O-:11])=[O:10])=[C:6]([CH3:8])[CH:7]=1.[CH3:12][C:13]1([CH3:20])[NH:17][C:16](=[O:18])[NH:15][C:14]1=[O:19].C([O-])([O-])=O.[K+].[K+].O.